From a dataset of NCI-60 drug combinations with 297,098 pairs across 59 cell lines. Regression. Given two drug SMILES strings and cell line genomic features, predict the synergy score measuring deviation from expected non-interaction effect. (1) Drug 1: CC1=C(C=C(C=C1)NC2=NC=CC(=N2)N(C)C3=CC4=NN(C(=C4C=C3)C)C)S(=O)(=O)N.Cl. Drug 2: CS(=O)(=O)OCCCCOS(=O)(=O)C. Cell line: HOP-62. Synergy scores: CSS=13.7, Synergy_ZIP=-3.76, Synergy_Bliss=0.256, Synergy_Loewe=-0.811, Synergy_HSA=0.0865. (2) Cell line: T-47D. Synergy scores: CSS=39.0, Synergy_ZIP=-9.63, Synergy_Bliss=-3.27, Synergy_Loewe=-2.41, Synergy_HSA=0.783. Drug 2: N.N.Cl[Pt+2]Cl. Drug 1: C1=CN(C(=O)N=C1N)C2C(C(C(O2)CO)O)O.Cl. (3) Drug 1: CC1C(C(=O)NC(C(=O)N2CCCC2C(=O)N(CC(=O)N(C(C(=O)O1)C(C)C)C)C)C(C)C)NC(=O)C3=C4C(=C(C=C3)C)OC5=C(C(=O)C(=C(C5=N4)C(=O)NC6C(OC(=O)C(N(C(=O)CN(C(=O)C7CCCN7C(=O)C(NC6=O)C(C)C)C)C)C(C)C)C)N)C. Drug 2: CC(C)(C#N)C1=CC(=CC(=C1)CN2C=NC=N2)C(C)(C)C#N. Cell line: MOLT-4. Synergy scores: CSS=67.1, Synergy_ZIP=-1.61, Synergy_Bliss=-7.12, Synergy_Loewe=-31.8, Synergy_HSA=-9.08. (4) Drug 1: CS(=O)(=O)CCNCC1=CC=C(O1)C2=CC3=C(C=C2)N=CN=C3NC4=CC(=C(C=C4)OCC5=CC(=CC=C5)F)Cl. Drug 2: COCCOC1=C(C=C2C(=C1)C(=NC=N2)NC3=CC=CC(=C3)C#C)OCCOC.Cl. Cell line: OVCAR3. Synergy scores: CSS=1.88, Synergy_ZIP=-0.567, Synergy_Bliss=0.277, Synergy_Loewe=-8.90, Synergy_HSA=-6.38. (5) Drug 1: C#CCC(CC1=CN=C2C(=N1)C(=NC(=N2)N)N)C3=CC=C(C=C3)C(=O)NC(CCC(=O)O)C(=O)O. Drug 2: N.N.Cl[Pt+2]Cl. Cell line: M14. Synergy scores: CSS=25.9, Synergy_ZIP=-11.7, Synergy_Bliss=-3.10, Synergy_Loewe=-2.78, Synergy_HSA=-2.07. (6) Cell line: SK-MEL-5. Synergy scores: CSS=-6.16, Synergy_ZIP=18.3, Synergy_Bliss=8.88, Synergy_Loewe=-10.6, Synergy_HSA=-9.74. Drug 1: C1CCC(C1)C(CC#N)N2C=C(C=N2)C3=C4C=CNC4=NC=N3. Drug 2: C(=O)(N)NO. (7) Drug 1: CC12CCC(CC1=CCC3C2CCC4(C3CC=C4C5=CN=CC=C5)C)O. Drug 2: CC(C)CN1C=NC2=C1C3=CC=CC=C3N=C2N. Cell line: SF-539. Synergy scores: CSS=4.89, Synergy_ZIP=-1.07, Synergy_Bliss=-0.393, Synergy_Loewe=-2.79, Synergy_HSA=-3.00. (8) Cell line: HOP-92. Drug 2: CCC1(CC2CC(C3=C(CCN(C2)C1)C4=CC=CC=C4N3)(C5=C(C=C6C(=C5)C78CCN9C7C(C=CC9)(C(C(C8N6C)(C(=O)OC)O)OC(=O)C)CC)OC)C(=O)OC)O.OS(=O)(=O)O. Drug 1: C1=NC2=C(N=C(N=C2N1C3C(C(C(O3)CO)O)F)Cl)N. Synergy scores: CSS=-7.73, Synergy_ZIP=5.33, Synergy_Bliss=3.96, Synergy_Loewe=-0.469, Synergy_HSA=-2.50. (9) Drug 1: CC1=C2C(C(=O)C3(C(CC4C(C3C(C(C2(C)C)(CC1OC(=O)C(C(C5=CC=CC=C5)NC(=O)OC(C)(C)C)O)O)OC(=O)C6=CC=CC=C6)(CO4)OC(=O)C)O)C)O. Drug 2: COC1=C2C(=CC3=C1OC=C3)C=CC(=O)O2. Cell line: HCT-15. Synergy scores: CSS=-0.443, Synergy_ZIP=1.49, Synergy_Bliss=0.668, Synergy_Loewe=-2.77, Synergy_HSA=-2.03.